Dataset: Forward reaction prediction with 1.9M reactions from USPTO patents (1976-2016). Task: Predict the product of the given reaction. (1) Given the reactants [Br:1][C:2]1[CH:7]=[CH:6][C:5](I)=[CH:4][CH:3]=1.[NH:9]1[CH2:14][CH2:13][CH2:12][CH:11]([OH:15])[CH2:10]1.[O-]P([O-])([O-])=O.[K+].[K+].[K+], predict the reaction product. The product is: [Br:1][C:2]1[CH:7]=[CH:6][C:5]([N:9]2[CH2:14][CH2:13][CH2:12][CH:11]([OH:15])[CH2:10]2)=[CH:4][CH:3]=1. (2) Given the reactants [Cl:1][C:2]1[CH:9]=[C:8]([F:10])[C:5]([CH:6]=[O:7])=[C:4]([F:11])[CH:3]=1.O1CCCC1.[BH4-].[Na+], predict the reaction product. The product is: [Cl:1][C:2]1[CH:3]=[C:4]([F:11])[C:5]([CH2:6][OH:7])=[C:8]([F:10])[CH:9]=1. (3) Given the reactants [OH:1][C:2]1[CH:7]=[CH:6][C:5]([CH2:8][C:9](=O)[C:10]([OH:12])=O)=[CH:4][CH:3]=1.[CH2:14]([C:21]1[C:22]([NH2:33])=[N:23][CH:24]=[C:25]([C:27]2[CH:32]=[CH:31][CH:30]=[CH:29][CH:28]=2)[N:26]=1)[C:15]1[CH:20]=[CH:19][CH:18]=[CH:17][CH:16]=1, predict the reaction product. The product is: [CH2:14]([C:21]1[NH:26][C:25]([C:27]2[CH:28]=[CH:29][CH:30]=[CH:31][CH:32]=2)=[CH:24][N:23]2[C:10](=[O:12])[C:9]([CH2:8][C:5]3[CH:4]=[CH:3][C:2]([OH:1])=[CH:7][CH:6]=3)=[N:33][C:22]=12)[C:15]1[CH:16]=[CH:17][CH:18]=[CH:19][CH:20]=1. (4) Given the reactants Cl.[NH2:2][CH2:3][C:4]1[CH:9]=[CH:8][C:7]([S:10]([NH2:13])(=[O:12])=[O:11])=[CH:6][CH:5]=1.[OH-].[Na+].[OH:16][C:17]1[CH:22]=[C:21]([CH3:23])[O:20][C:19](=O)[CH:18]=1, predict the reaction product. The product is: [OH:16][C:17]1[CH:22]=[C:21]([CH3:23])[N:2]([CH2:3][C:4]2[CH:5]=[CH:6][C:7]([S:10]([NH2:13])(=[O:11])=[O:12])=[CH:8][CH:9]=2)[C:19](=[O:20])[CH:18]=1. (5) Given the reactants [F:1][C:2]([F:22])([F:21])[C:3]([N:5]1[CH2:10][CH2:9][CH:8]([C:11]2[CH:16]=[CH:15][C:14]([S:17](Cl)(=[O:19])=[O:18])=[CH:13][CH:12]=2)[CH2:7][CH2:6]1)=[O:4].[NH2:23][C:24]1[CH:29]=[CH:28][N:27]=[CH:26][N:25]=1.C1N2CCN(CC2)C1, predict the reaction product. The product is: [N:27]1[CH:28]=[CH:29][C:24]([NH:23][S:17]([C:14]2[CH:15]=[CH:16][C:11]([CH:8]3[CH2:9][CH2:10][N:5]([C:3](=[O:4])[C:2]([F:22])([F:21])[F:1])[CH2:6][CH2:7]3)=[CH:12][CH:13]=2)(=[O:19])=[O:18])=[N:25][CH:26]=1.